From a dataset of Full USPTO retrosynthesis dataset with 1.9M reactions from patents (1976-2016). Predict the reactants needed to synthesize the given product. (1) Given the product [CH2:33]([O:35][C:21](=[O:31])[CH2:20][C:19]1[C:12]2[O:11][C@@H:10]([CH2:9][NH:8][CH2:1][C:2]3[CH:7]=[CH:6][CH:5]=[CH:4][CH:3]=3)[CH2:15][O:14][C:13]=2[CH:16]=[CH:17][C:18]=1[N+:23]([O-:25])=[O:24])[CH3:34], predict the reactants needed to synthesize it. The reactants are: [CH2:1]([NH:8][CH2:9][C@H:10]1[CH2:15][O:14][C:13]2[CH:16]=[CH:17][C:18]([N+:23]([O-:25])=[O:24])=[C:19]([CH2:20][C:21]#N)[C:12]=2[O:11]1)[C:2]1[CH:7]=[CH:6][CH:5]=[CH:4][CH:3]=1.S(=O)(=O)(O)O.[OH-:31].[NH4+].[CH2:33]([OH:35])[CH3:34]. (2) Given the product [F:37][C:2]1([F:1])[CH2:6][CH2:5][CH:4]([NH:7][C:8]2[N:9]=[C:10]([NH:24][CH:25]3[CH2:29][CH2:28][N:27]([CH3:30])[CH2:26]3)[N:11]=[C:12]([C:14]3[CH:19]=[CH:18][CH:17]=[C:16]([C:20]([F:22])([F:23])[F:21])[N:15]=3)[N:13]=2)[CH2:3]1, predict the reactants needed to synthesize it. The reactants are: [F:1][C:2]1([F:37])[CH2:6][CH2:5][CH:4]([NH:7][C:8]2[N:13]=[C:12]([C:14]3[CH:19]=[CH:18][CH:17]=[C:16]([C:20]([F:23])([F:22])[F:21])[N:15]=3)[N:11]=[C:10]([NH:24][CH:25]3[CH2:29][CH2:28][N:27]([C:30](OC(C)(C)C)=O)[CH2:26]3)[N:9]=2)[CH2:3]1.[H-].[H-].[H-].[H-].[Li+].[Al+3]. (3) Given the product [CH2:40]([N:28]([C:26]1[CH:25]=[CH:24][C:22]2[NH:23][C:18]([C:3]3[C:4](=[O:17])[N:5]([CH2:12][CH2:13][CH:14]([CH3:15])[CH3:16])[C:6]4[C:11]([C:2]=3[OH:1])=[CH:10][CH:9]=[CH:8][N:7]=4)=[N:19][S:20](=[O:38])(=[O:39])[C:21]=2[CH:27]=1)[S:29]([NH2:32])(=[O:30])=[O:31])[C:41]1[CH:46]=[CH:45][CH:44]=[CH:43][CH:42]=1, predict the reactants needed to synthesize it. The reactants are: [OH:1][C:2]1[C:11]2[C:6](=[N:7][CH:8]=[CH:9][CH:10]=2)[N:5]([CH2:12][CH2:13][CH:14]([CH3:16])[CH3:15])[C:4](=[O:17])[C:3]=1[C:18]1[NH:23][C:22]2[CH:24]=[CH:25][C:26]([NH:28][S:29]([N:32]3CCOC3=O)(=[O:31])=[O:30])=[CH:27][C:21]=2[S:20](=[O:39])(=[O:38])[N:19]=1.[CH2:40](N)[C:41]1[CH:46]=[CH:45][CH:44]=[CH:43][CH:42]=1.C(N(CC)CC)C. (4) Given the product [S:10]1[C:3]2[C:4](=[N:5][CH:6]=[CH:7][CH:2]=2)[CH:8]=[CH:9]1, predict the reactants needed to synthesize it. The reactants are: Cl[C:2]1[CH:7]=[CH:6][N:5]=[C:4]2[CH:8]=[CH:9][S:10][C:3]=12. (5) Given the product [Cl:1][C:2]1[C:11]2[CH:10]3[N:9]([CH:8]([CH:12]([CH3:13])[CH3:14])[CH2:7][C:6]=2[CH:5]=[C:4]([O:15][CH2:16][CH2:17][O:18][CH3:19])[CH:3]=1)[CH:23]=[C:24]([C:25]([O:27][CH2:28][CH3:29])=[O:26])[C:30](=[O:32])[CH2:31]3, predict the reactants needed to synthesize it. The reactants are: [Cl:1][C:2]1[CH:3]=[C:4]([O:15][CH2:16][CH2:17][O:18][CH3:19])[CH:5]=[C:6]2[C:11]=1[CH:10]=[N:9][CH:8]([CH:12]([CH3:14])[CH3:13])[CH2:7]2.CN([CH:23]=[C:24]([C:30](=[O:32])[CH3:31])[C:25]([O:27][CH2:28][CH3:29])=[O:26])C.Cl.O1CCOCC1. (6) Given the product [N:15]1[CH:16]=[CH:17][C:12]([C:11]2[O:19][C:7]3[CH:6]=[CH:5][C:4]([O:3][C:2]([F:21])([F:20])[F:1])=[CH:9][C:8]=3[N:10]=2)=[CH:13][CH:14]=1, predict the reactants needed to synthesize it. The reactants are: [F:1][C:2]([F:21])([F:20])[O:3][C:4]1[CH:5]=[CH:6][C:7]([OH:19])=[C:8]([NH:10][C:11](=O)[C:12]2[CH:17]=[CH:16][N:15]=[CH:14][CH:13]=2)[CH:9]=1.O1CCCC1.C1(P(C2C=CC=CC=2)C2C=CC=CC=2)C=CC=CC=1.N(C(OCC)=O)=NC(OCC)=O.